Dataset: Reaction yield outcomes from USPTO patents with 853,638 reactions. Task: Predict the reaction yield, written as a fraction of the theoretical maximum amount of product (1.0 means a 100% yield; for example, 0.34 means a 34% yield). The reactants are [CH2:1]([O:4][C:5]1[CH:14]=[C:13]2[C:8]([CH:9]=[C:10]([C:19]([O:21][CH2:22][CH3:23])=[O:20])[CH:11]([C:15]([F:18])([F:17])[F:16])[O:12]2)=[CH:7][CH:6]=1)[CH2:2][CH3:3].[Cl:24]Cl. The catalyst is C(O)(=O)C.[Zn]. The product is [Cl:24][C:6]1[CH:7]=[C:8]2[C:13](=[CH:14][C:5]=1[O:4][CH2:1][CH2:2][CH3:3])[O:12][CH:11]([C:15]([F:18])([F:16])[F:17])[C:10]([C:19]([O:21][CH2:22][CH3:23])=[O:20])=[CH:9]2. The yield is 0.690.